This data is from Forward reaction prediction with 1.9M reactions from USPTO patents (1976-2016). The task is: Predict the product of the given reaction. (1) Given the reactants FC(F)(F)C(O)=O.[CH3:8][C@@H:9]1[NH:13][C@H:12]([C:14]([NH2:16])=[O:15])[CH2:11][CH2:10]1.C(N(CC)CC)C.[Cl:24][CH2:25][C:26](Cl)=[O:27].C([O-])(O)=O.[Na+], predict the reaction product. The product is: [Cl:24][CH2:25][C:26]([N:13]1[C@@H:9]([CH3:8])[CH2:10][CH2:11][C@H:12]1[C:14]([NH2:16])=[O:15])=[O:27]. (2) Given the reactants [Cl:1][C:2]1[N:7]=[N:6][C:5]([C:8]([O:10]C)=[O:9])=[CH:4][CH:3]=1.[OH-].[Na+:13], predict the reaction product. The product is: [Cl:1][C:2]1[N:7]=[N:6][C:5]([C:8]([O-:10])=[O:9])=[CH:4][CH:3]=1.[Na+:13].